Predict which catalyst facilitates the given reaction. From a dataset of Catalyst prediction with 721,799 reactions and 888 catalyst types from USPTO. (1) Reactant: [F:1][C:2]1[CH:7]=[CH:6][C:5]([C:8]2([C:14](O)=O)[CH2:13][CH2:12][O:11][CH2:10][CH2:9]2)=[CH:4][CH:3]=1.[CH3:17]N(C=O)C.C(Cl)(=O)C(Cl)=O.[NH2:28][C:29]1[CH:37]=[CH:36][CH:35]=[CH:34][C:30]=1[C:31](=[S:33])[NH2:32]. Product: [F:1][C:2]1[CH:7]=[CH:6][C:5]([C:8]2([C:14]3[N:32]=[C:31]([S:33][CH3:17])[C:30]4[C:29](=[CH:37][CH:36]=[CH:35][CH:34]=4)[N:28]=3)[CH2:13][CH2:12][O:11][CH2:10][CH2:9]2)=[CH:4][CH:3]=1. The catalyst class is: 202. (2) Product: [NH2:12][C:8]1[C:7]2[N:13]=[C:14]([CH2:16][CH2:17][CH3:18])[S:15][C:6]=2[C:5]2[CH:4]=[CH:3][C:2]([C:26]3[CH:27]=[CH:28][C:23]([NH:22][C:19](=[O:21])[CH3:20])=[CH:24][CH:25]=3)=[CH:11][C:10]=2[N:9]=1. The catalyst class is: 27. Reactant: Br[C:2]1[CH:3]=[CH:4][C:5]2[C:6]3[S:15][C:14]([CH2:16][CH2:17][CH3:18])=[N:13][C:7]=3[C:8]([NH2:12])=[N:9][C:10]=2[CH:11]=1.[C:19]([NH:22][C:23]1[CH:28]=[CH:27][C:26](B(O)O)=[CH:25][CH:24]=1)(=[O:21])[CH3:20]. (3) Reactant: [Cl:1][C:2]1[C:3]([C:29]2[S:33][C:32]([C:34]3([O:38][CH2:39][O:40][CH3:41])[CH2:37][CH2:36][CH2:35]3)=[N:31][CH:30]=2)=[C:4]2[CH:10]=[C:9]([C:11]3[CH:12]=[N:13][N:14]([CH2:16][CH:17]=O)[CH:15]=3)[N:8]([S:19]([C:22]3[CH:28]=[CH:27][C:25]([CH3:26])=[CH:24][CH:23]=3)(=[O:21])=[O:20])[C:5]2=[N:6][CH:7]=1.C(O)(=O)C.S([O-])([O-])(=O)=O.[Na+].[Na+].[CH3:53][NH:54][CH3:55].C(O[BH-](OC(=O)C)OC(=O)C)(=O)C.[Na+]. Product: [Cl:1][C:2]1[C:3]([C:29]2[S:33][C:32]([C:34]3([O:38][CH2:39][O:40][CH3:41])[CH2:35][CH2:36][CH2:37]3)=[N:31][CH:30]=2)=[C:4]2[CH:10]=[C:9]([C:11]3[CH:12]=[N:13][N:14]([CH2:16][CH2:17][N:54]([CH3:55])[CH3:53])[CH:15]=3)[N:8]([S:19]([C:22]3[CH:23]=[CH:24][C:25]([CH3:26])=[CH:27][CH:28]=3)(=[O:21])=[O:20])[C:5]2=[N:6][CH:7]=1. The catalyst class is: 7. (4) Product: [O:18]1[CH:19]=[CH:20][CH:21]=[C:17]1[C:15]1[N:16]=[C:12]([NH:11][C:9]([C:6]2[CH:7]=[CH:8][C:3]([CH2:2][N:28]3[CH:32]=[CH:31][N:30]=[CH:29]3)=[N:4][CH:5]=2)=[O:10])[S:13][C:14]=1[N:22]1[CH2:27][CH2:26][O:25][CH2:24][CH2:23]1. The catalyst class is: 3. Reactant: Cl[CH2:2][C:3]1[CH:8]=[CH:7][C:6]([C:9]([NH:11][C:12]2[S:13][C:14]([N:22]3[CH2:27][CH2:26][O:25][CH2:24][CH2:23]3)=[C:15]([C:17]3[O:18][CH:19]=[CH:20][CH:21]=3)[N:16]=2)=[O:10])=[CH:5][N:4]=1.[NH:28]1[CH:32]=[CH:31][N:30]=[CH:29]1.O.